From a dataset of Peptide-MHC class II binding affinity with 134,281 pairs from IEDB. Regression. Given a peptide amino acid sequence and an MHC pseudo amino acid sequence, predict their binding affinity value. This is MHC class II binding data. (1) The binding affinity (normalized) is 0.768. The MHC is HLA-DQA10102-DQB10602 with pseudo-sequence HLA-DQA10102-DQB10602. The peptide sequence is AAATAGTTVYGALAA. (2) The peptide sequence is LLRAGMAKAIAFGAR. The MHC is H-2-IAd with pseudo-sequence H-2-IAd. The binding affinity (normalized) is 0.877. (3) The MHC is HLA-DQA10501-DQB10301 with pseudo-sequence HLA-DQA10501-DQB10301. The peptide sequence is AAKPAAAATATATAA. The binding affinity (normalized) is 0.898. (4) The peptide sequence is TLEVHAVKPAAEEVK. The MHC is DRB1_0101 with pseudo-sequence DRB1_0101. The binding affinity (normalized) is 0.610. (5) The peptide sequence is AQIYQAVSAQAAAIH. The MHC is HLA-DPA10103-DPB10401 with pseudo-sequence HLA-DPA10103-DPB10401. The binding affinity (normalized) is 0.178.